This data is from NCI-60 drug combinations with 297,098 pairs across 59 cell lines. The task is: Regression. Given two drug SMILES strings and cell line genomic features, predict the synergy score measuring deviation from expected non-interaction effect. (1) Drug 2: CCC1=C2CN3C(=CC4=C(C3=O)COC(=O)C4(CC)O)C2=NC5=C1C=C(C=C5)O. Drug 1: CC1=C(C=C(C=C1)C(=O)NC2=CC(=CC(=C2)C(F)(F)F)N3C=C(N=C3)C)NC4=NC=CC(=N4)C5=CN=CC=C5. Cell line: BT-549. Synergy scores: CSS=5.56, Synergy_ZIP=-1.81, Synergy_Bliss=3.61, Synergy_Loewe=-24.0, Synergy_HSA=-3.49. (2) Drug 1: CN(C)N=NC1=C(NC=N1)C(=O)N. Drug 2: CC1CCCC2(C(O2)CC(NC(=O)CC(C(C(=O)C(C1O)C)(C)C)O)C(=CC3=CSC(=N3)C)C)C. Cell line: HCT116. Synergy scores: CSS=9.37, Synergy_ZIP=-2.52, Synergy_Bliss=-1.24, Synergy_Loewe=-0.785, Synergy_HSA=-0.640.